This data is from Peptide-MHC class II binding affinity with 134,281 pairs from IEDB. The task is: Regression. Given a peptide amino acid sequence and an MHC pseudo amino acid sequence, predict their binding affinity value. This is MHC class II binding data. (1) The peptide sequence is YQIAFSRGNRAFIAI. The MHC is DRB4_0101 with pseudo-sequence DRB4_0103. The binding affinity (normalized) is 0.853. (2) The peptide sequence is NPMTVFWSKMAQSMT. The MHC is HLA-DQA10501-DQB10201 with pseudo-sequence HLA-DQA10501-DQB10201. The binding affinity (normalized) is 0.199. (3) The binding affinity (normalized) is 0.521. The MHC is DRB1_1201 with pseudo-sequence DRB1_1201. The peptide sequence is GAIKVLKGFKKEISN.